The task is: Predict the product of the given reaction.. This data is from Forward reaction prediction with 1.9M reactions from USPTO patents (1976-2016). (1) The product is: [CH3:15][C:14]1[C:9](=[O:8])[C:10]([CH2:26][CH2:27][NH:28][C:30]2[CH:35]=[C:34]([C:36]([F:39])([F:38])[F:37])[CH:33]=[CH:32][N:31]=2)=[C:11]([CH3:25])[C:12](=[O:17])[C:13]=1[CH3:16]. Given the reactants C([O:8][C:9]1[C:14]([CH3:15])=[C:13]([CH3:16])[C:12]([O:17]CC2C=CC=CC=2)=[C:11]([CH3:25])[C:10]=1[CH2:26][CH2:27][NH2:28])C1C=CC=CC=1.Cl[C:30]1[CH:35]=[C:34]([C:36]([F:39])([F:38])[F:37])[CH:33]=[CH:32][N:31]=1.C(N(C(C)C)CC)(C)C.O, predict the reaction product. (2) Given the reactants [OH:1][C:2]1[C:3]([CH:11]2[C:15]3=[N:16][CH:17]=[CH:18][CH:19]=[C:14]3[N:13]([CH2:20][CH2:21][CH2:22][CH2:23][CH3:24])[C:12]2=[O:25])=[CH:4][C:5]2[O:9][CH2:8][O:7][C:6]=2[CH:10]=1.C([N-]C(C)C)(C)C.[Li+].[CH2:34]=[O:35], predict the reaction product. The product is: [OH:1][C:2]1[C:3]([C:11]2([CH2:34][OH:35])[C:15]3=[N:16][CH:17]=[CH:18][CH:19]=[C:14]3[N:13]([CH2:20][CH2:21][CH2:22][CH2:23][CH3:24])[C:12]2=[O:25])=[CH:4][C:5]2[O:9][CH2:8][O:7][C:6]=2[CH:10]=1. (3) The product is: [C:34]([C:33]1[CH:36]=[CH:37][C:30]([NH:29][C:2]2[N:3]=[C:4]([O:11][C:12]3[C:19]([CH3:20])=[CH:18][C:15]([C:16]#[N:17])=[CH:14][C:13]=3[CH3:21])[C:5]3[S:10][CH:9]=[CH:8][C:6]=3[N:7]=2)=[CH:31][CH:32]=1)#[N:35]. Given the reactants Cl[C:2]1[N:3]=[C:4]([O:11][C:12]2[C:19]([CH3:20])=[CH:18][C:15]([C:16]#[N:17])=[CH:14][C:13]=2[CH3:21])[C:5]2[S:10][CH:9]=[CH:8][C:6]=2[N:7]=1.C(O)(C(F)(F)F)=O.[NH2:29][C:30]1[CH:37]=[CH:36][C:33]([C:34]#[N:35])=[CH:32][CH:31]=1, predict the reaction product.